Dataset: Reaction yield outcomes from USPTO patents with 853,638 reactions. Task: Predict the reaction yield, written as a fraction of the theoretical maximum amount of product (1.0 means a 100% yield; for example, 0.34 means a 34% yield). (1) The reactants are Br[CH:2]1[C:9]2[CH:10]=[C:11]([Cl:14])[CH:12]=[CH:13][C:8]=2[O:7][CH2:6][O:5][C:4]2[CH:15]=[CH:16][C:17]([Cl:19])=[CH:18][C:3]1=2.[Br:20][CH2:21][CH2:22][OH:23].C(=O)([O-])[O-].[K+].[K+]. The catalyst is ClCCl. The product is [Br:20][CH2:21][CH2:22][O:23][CH:2]1[C:9]2[CH:10]=[C:11]([Cl:14])[CH:12]=[CH:13][C:8]=2[O:7][CH2:6][O:5][C:4]2[CH:15]=[CH:16][C:17]([Cl:19])=[CH:18][C:3]1=2. The yield is 0.820. (2) The reactants are Br[C:2]1[CH:3]=[CH:4][C:5]2[N:9]=[C:8]([O:10][CH2:11][CH2:12][F:13])[N:7]([C:14]3[CH:19]=[CH:18][N:17]=[C:16]([NH2:20])[N:15]=3)[C:6]=2[CH:21]=1.[C:22]([Si:24]([CH3:27])([CH3:26])[CH3:25])#[CH:23].C(N(CC)CC)C. The catalyst is CS(C)=O.ClCCl.[Pd](Cl)Cl.C1(P(C2C=CC=CC=2)C2C=CC=CC=2)C=CC=CC=1.C1(P(C2C=CC=CC=2)C2C=CC=CC=2)C=CC=CC=1. The product is [F:13][CH2:12][CH2:11][O:10][C:8]1[N:7]([C:14]2[CH:19]=[CH:18][N:17]=[C:16]([NH2:20])[N:15]=2)[C:6]2[CH:21]=[C:2]([C:23]#[C:22][Si:24]([CH3:27])([CH3:26])[CH3:25])[CH:3]=[CH:4][C:5]=2[N:9]=1. The yield is 0.380. (3) The reactants are [OH:1][C:2]1[CH:7]=[CH:6][C:5]([C:8]([C:10]2[CH:15]=[CH:14][C:13]([OH:16])=[CH:12][CH:11]=2)=O)=[CH:4][CH:3]=1.[F:17][C:18]([F:36])([F:35])[S:19]([O:22][C:23]1[CH:28]=[CH:27][C:26]([C:29](=O)[CH2:30][CH3:31])=[CH:25][C:24]=1[O:33][CH3:34])(=[O:21])=[O:20]. No catalyst specified. The product is [F:35][C:18]([F:17])([F:36])[S:19]([O:22][C:23]1[CH:28]=[CH:27][C:26]([C:29]([CH2:30][CH3:31])=[C:8]([C:10]2[CH:15]=[CH:14][C:13]([OH:16])=[CH:12][CH:11]=2)[C:5]2[CH:6]=[CH:7][C:2]([OH:1])=[CH:3][CH:4]=2)=[CH:25][C:24]=1[O:33][CH3:34])(=[O:20])=[O:21]. The yield is 0.870. (4) The reactants are [C:1]1([C:7]2[O:11][C:10]([C:12]([OH:14])=O)=[CH:9][CH:8]=2)[CH:6]=[CH:5][CH:4]=[CH:3][CH:2]=1.[NH:15]([C:17]([O:19][C:20]([CH3:23])([CH3:22])[CH3:21])=[O:18])[NH2:16].C([O-])([O-])=O.[K+].[K+].CN(C(ON1N=NC2C=CC=NC1=2)=[N+](C)C)C.F[P-](F)(F)(F)(F)F. The catalyst is C(Cl)Cl. The product is [C:1]1([C:7]2[O:11][C:10]([C:12]([NH:16][NH:15][C:17]([O:19][C:20]([CH3:23])([CH3:22])[CH3:21])=[O:18])=[O:14])=[CH:9][CH:8]=2)[CH:2]=[CH:3][CH:4]=[CH:5][CH:6]=1. The yield is 0.930. (5) The reactants are C(=O)([O-])[O-].[K+].[K+].[OH:7][C:8]1[C:13]2[CH:14]=[CH:15][O:16][C:12]=2[CH:11]=[CH:10][CH:9]=1.[CH2:17](Br)[C:18]1[CH:23]=[CH:22][CH:21]=[CH:20][CH:19]=1. The catalyst is CN(C)C=O. The product is [CH2:17]([O:7][C:8]1[C:13]2[CH:14]=[CH:15][O:16][C:12]=2[CH:11]=[CH:10][CH:9]=1)[C:18]1[CH:23]=[CH:22][CH:21]=[CH:20][CH:19]=1. The yield is 0.990. (6) The reactants are Br[C:2]1[CH:3]=[C:4]([CH3:15])[C:5]([N:10]2[CH:14]=[N:13][CH:12]=[N:11]2)=[C:6]([CH:9]=1)[C:7]#[N:8].C([O-])([O-])=O.[K+].[K+].[C:22]1(P(C2C=CC=CC=2)C2C=CC=CC=2)C=CC=C[CH:23]=1. The catalyst is C1(C)C=CC=CC=1. The product is [CH3:15][C:4]1[C:5]([N:10]2[CH:14]=[N:13][CH:12]=[N:11]2)=[C:6]([CH:9]=[C:2]([CH:22]=[CH2:23])[CH:3]=1)[C:7]#[N:8]. The yield is 0.520. (7) The reactants are Cl.[NH2:2]C(C(OCC)=O)C(OCC)=O.[C:14]([C:16](=[CH:22]OCC)[C:17]([O:19][CH2:20][CH3:21])=[O:18])#[N:15].[O-:26][CH2:27][CH3:28].[Na+].[C:30]([OH:33])(=O)[CH3:31]. The catalyst is C(O)C. The product is [NH2:2][C:22]1[C:16]([C:17]([O:19][CH2:20][CH3:21])=[O:18])=[CH:14][NH:15][C:28]=1[C:27]([O:33][CH2:30][CH3:31])=[O:26]. The yield is 0.800.